Dataset: Reaction yield outcomes from USPTO patents with 853,638 reactions. Task: Predict the reaction yield, written as a fraction of the theoretical maximum amount of product (1.0 means a 100% yield; for example, 0.34 means a 34% yield). (1) The reactants are [C:1]([C:4]1[C:9]([O:10][CH2:11][CH:12]=[CH2:13])=[CH:8][C:7]([O:14][CH2:15][CH:16]=[CH2:17])=[CH:6][C:5]=1[CH2:18][C:19]([O:21][CH3:22])=[O:20])(=O)[CH3:2].C([SiH](CC)CC)C.C(=O)([O-])O.[Na+]. The catalyst is FC(F)(F)C(O)=O. The product is [CH2:11]([O:10][C:9]1[C:4]([CH2:1][CH3:2])=[C:5]([CH2:18][C:19]([O:21][CH3:22])=[O:20])[CH:6]=[C:7]([O:14][CH2:15][CH:16]=[CH2:17])[CH:8]=1)[CH:12]=[CH2:13]. The yield is 0.620. (2) The reactants are [Br:1][CH2:2][C:3]([C:5]1[CH:10]=[CH:9][CH:8]=[CH:7][CH:6]=1)=[O:4].[C:11]1([CH:17]([N:29]2[CH2:34][CH2:33][CH2:32][CH2:31][CH2:30]2)[C:18]([O:20][C@@H:21]2[CH:26]3[CH2:27][CH2:28][N:23]([CH2:24][CH2:25]3)[CH2:22]2)=[O:19])[CH:16]=[CH:15][CH:14]=[CH:13][CH:12]=1. The catalyst is CCOC(C)=O. The product is [Br-:1].[O:4]=[C:3]([C:5]1[CH:10]=[CH:9][CH:8]=[CH:7][CH:6]=1)[CH2:2][N+:23]12[CH2:24][CH2:25][CH:26]([CH2:27][CH2:28]1)[C@@H:21]([O:20][C:18](=[O:19])[CH:17]([C:11]1[CH:12]=[CH:13][CH:14]=[CH:15][CH:16]=1)[N:29]1[CH2:30][CH2:31][CH2:32][CH2:33][CH2:34]1)[CH2:22]2. The yield is 0.800. (3) The reactants are [C:1]1([CH:9]=[C:7]([OH:8])[CH:6]=[C:4]([OH:5])[CH:3]=1)[OH:2].OS(C(F)(F)F)(=O)=O. No catalyst specified. The product is [OH:2][C:1]1[C:9]2[C:4]([CH2:6][CH3:7])=[CH:3][C:1](=[O:2])[O:8][C:7]=2[CH:6]=[C:4]([OH:5])[CH:3]=1. The yield is 0.832. (4) The reactants are [CH3:1][C:2]1[O:6]N=C(C)[C:3]=1C1C=NC2C3C=CC(C(O)(C)C)=CC=3N(C(C3CCOCC3)C3C=CC=CC=3)C=2C=1.[CH3:38][N:39]1[C:43]([C:44]2[CH:56]=[N:55][C:54]3[C:53]4[CH:52]=[CH:51][C:50]([CH2:57]C(OCC)=O)=[CH:49][C:48]=4[NH:47][C:46]=3[CH:45]=2)=[C:42]([CH3:63])[N:41]=[N:40]1.[C:64]1([C@@H:70]([CH:72]2[CH2:77][CH2:76][O:75][CH2:74][CH2:73]2)O)[CH:69]=[CH:68][CH:67]=[CH:66][CH:65]=1. No catalyst specified. The product is [CH3:63][C:42]1[N:41]=[N:40][N:39]([CH3:38])[C:43]=1[C:44]1[CH:56]=[N:55][C:54]2[C:53]3[CH:52]=[CH:51][C:50]([CH2:57][C:2]([CH3:3])([OH:6])[CH3:1])=[CH:49][C:48]=3[N:47]([C@@H:70]([CH:72]3[CH2:77][CH2:76][O:75][CH2:74][CH2:73]3)[C:64]3[CH:69]=[CH:68][CH:67]=[CH:66][CH:65]=3)[C:46]=2[CH:45]=1. The yield is 0.0400. (5) The product is [CH:9]1([CH2:8][N:7]([CH2:12][CH:13]2[CH2:15][CH2:14]2)[C:5]2[N:4]([CH3:16])[N:3]=[C:2]([NH:72][C:71]3[CH:73]=[CH:74][C:75]([N:76]4[CH:80]=[C:79]([CH3:81])[N:78]=[CH:77]4)=[C:69]([O:68][CH3:67])[CH:70]=3)[N:6]=2)[CH2:11][CH2:10]1. The yield is 0.500. The reactants are Br[C:2]1[N:6]=[C:5]([N:7]([CH2:12][CH:13]2[CH2:15][CH2:14]2)[CH2:8][CH:9]2[CH2:11][CH2:10]2)[N:4]([CH3:16])[N:3]=1.C(=O)([O-])[O-].[Cs+].[Cs+].CC1(C)C2C(=C(P(C3C=CC=CC=3)C3C=CC=CC=3)C=CC=2)OC2C(P(C3C=CC=CC=3)C3C=CC=CC=3)=CC=CC1=2.Cl.Cl.[CH3:67][O:68][C:69]1[CH:70]=[C:71]([CH:73]=[CH:74][C:75]=1[N:76]1[CH:80]=[C:79]([CH3:81])[N:78]=[CH:77]1)[NH2:72]. The catalyst is O1CCOCC1.C([O-])(=O)C.[Pd+2].C([O-])(=O)C. (6) The reactants are [Si:1]([O:8][C@@H:9]1[C@H:13]([CH2:14][O:15][Si:16]([C:19]([CH3:22])([CH3:21])[CH3:20])([CH3:18])[CH3:17])[CH2:12][C@@H:11]([O:23][C:24]2[CH:29]=[C:28](Cl)[N:27]=[CH:26][N:25]=2)[CH2:10]1)([C:4]([CH3:7])([CH3:6])[CH3:5])([CH3:3])[CH3:2].[C:31]1([CH2:41][OH:42])[C:40]2[C:35](=[CH:36][CH:37]=[CH:38][CH:39]=2)[CH:34]=[CH:33][CH:32]=1.[H-].[Na+]. The catalyst is CN(C=O)C.O. The product is [Si:1]([O:8][C@@H:9]1[C@H:13]([CH2:14][O:15][Si:16]([C:19]([CH3:22])([CH3:21])[CH3:20])([CH3:18])[CH3:17])[CH2:12][C@@H:11]([O:23][C:24]2[CH:29]=[C:28]([O:42][CH2:41][C:31]3[C:40]4[C:35](=[CH:36][CH:37]=[CH:38][CH:39]=4)[CH:34]=[CH:33][CH:32]=3)[N:27]=[CH:26][N:25]=2)[CH2:10]1)([C:4]([CH3:7])([CH3:6])[CH3:5])([CH3:3])[CH3:2]. The yield is 0.550.